Dataset: Peptide-MHC class II binding affinity with 134,281 pairs from IEDB. Task: Regression. Given a peptide amino acid sequence and an MHC pseudo amino acid sequence, predict their binding affinity value. This is MHC class II binding data. (1) The peptide sequence is RKIFVDGVPFVVSTG. The MHC is DRB1_0101 with pseudo-sequence DRB1_0101. The binding affinity (normalized) is 0.664. (2) The peptide sequence is TTPFGQQRVFKEKVD. The MHC is DRB5_0101 with pseudo-sequence DRB5_0101. The binding affinity (normalized) is 0.763. (3) The peptide sequence is GRKRPIVRILRRVHH. The MHC is HLA-DQA10201-DQB10202 with pseudo-sequence HLA-DQA10201-DQB10202. The binding affinity (normalized) is 0.0903. (4) The binding affinity (normalized) is 0. The peptide sequence is VDCRPFNGGESKLKA. The MHC is DRB1_1302 with pseudo-sequence DRB1_1302. (5) The peptide sequence is PAAAYATATPAAATA. The MHC is DRB1_1302 with pseudo-sequence DRB1_1302. The binding affinity (normalized) is 0.254. (6) The peptide sequence is QKLIEDVNASFRAAM. The binding affinity (normalized) is 0.398. The MHC is DRB1_0701 with pseudo-sequence DRB1_0701. (7) The peptide sequence is YPSGTSGSPIVNRNG. The MHC is HLA-DQA10501-DQB10302 with pseudo-sequence HLA-DQA10501-DQB10302. The binding affinity (normalized) is 0.300. (8) The peptide sequence is STVLGFAALAAAAAF. The MHC is HLA-DPA10201-DPB11401 with pseudo-sequence HLA-DPA10201-DPB11401. The binding affinity (normalized) is 0.306. (9) The peptide sequence is DNACKRTYSDRGWGN. The MHC is DRB1_1101 with pseudo-sequence DRB1_1101. The binding affinity (normalized) is 0.